Dataset: Catalyst prediction with 721,799 reactions and 888 catalyst types from USPTO. Task: Predict which catalyst facilitates the given reaction. Reactant: [CH3:1][C:2]1([CH3:9])[CH2:7][CH:6]([NH2:8])[CH2:5][CH2:4][O:3]1.[Cl:10][CH2:11][CH2:12][N:13]=[C:14]=[O:15]. The catalyst class is: 1. Product: [Cl:10][CH2:11][CH2:12][NH:13][C:14]([NH:8][CH:6]1[CH2:5][CH2:4][O:3][C:2]([CH3:9])([CH3:1])[CH2:7]1)=[O:15].